Predict the reaction yield, written as a fraction of the theoretical maximum amount of product (1.0 means a 100% yield; for example, 0.34 means a 34% yield). From a dataset of Reaction yield outcomes from USPTO patents with 853,638 reactions. (1) The reactants are [CH3:1][O:2][C:3](=[O:16])[C:4]1[CH:9]=[C:8]([N+:10]([O-:12])=[O:11])[C:7]([NH2:13])=[C:6]([F:14])[C:5]=1F.[Cl:17][C:18]1[CH:24]=[CH:23][CH:22]=[CH:21][C:19]=1[NH2:20]. The catalyst is C(OCC)(=O)C. The product is [CH3:1][O:2][C:3](=[O:16])[C:4]1[CH:9]=[C:8]([N+:10]([O-:12])=[O:11])[C:7]([NH2:13])=[C:6]([F:14])[C:5]=1[NH:20][C:19]1[CH:21]=[CH:22][CH:23]=[CH:24][C:18]=1[Cl:17]. The yield is 0.120. (2) The reactants are [Br:1][C:2]1[CH:7]=[CH:6][CH:5]=[C:4]([N:8]([CH3:10])N)[N:3]=1.[CH3:11][CH:12]1[CH2:17][C:16](=O)[CH2:15][CH2:14][N:13]1[C:19]([O:21][C:22]([CH3:25])([CH3:24])[CH3:23])=[O:20].C1(C)C=CC(S(O)(=O)=O)=CC=1.C(=O)([O-])[O-].[K+].[K+].C(OC(OC(C)(C)C)=O)(OC(C)(C)C)=O. The catalyst is CCO.O.C(O)(C)C. The product is [Br:1][C:2]1[N:3]=[C:4]2[N:8]([CH3:10])[C:16]3[CH2:17][CH:12]([CH3:11])[N:13]([C:19]([O:21][C:22]([CH3:23])([CH3:25])[CH3:24])=[O:20])[CH2:14][C:15]=3[C:5]2=[CH:6][CH:7]=1. The yield is 0.110.